This data is from NCI-60 drug combinations with 297,098 pairs across 59 cell lines. The task is: Regression. Given two drug SMILES strings and cell line genomic features, predict the synergy score measuring deviation from expected non-interaction effect. Drug 2: C1=CC=C(C(=C1)C(C2=CC=C(C=C2)Cl)C(Cl)Cl)Cl. Drug 1: C1CC(=O)NC(=O)C1N2CC3=C(C2=O)C=CC=C3N. Cell line: HCT116. Synergy scores: CSS=19.1, Synergy_ZIP=2.96, Synergy_Bliss=5.05, Synergy_Loewe=7.73, Synergy_HSA=7.67.